From a dataset of Catalyst prediction with 721,799 reactions and 888 catalyst types from USPTO. Predict which catalyst facilitates the given reaction. (1) Reactant: [CH:1]1[CH:6]=[CH:5][C:4]([CH2:7][O:8][C:9](Cl)=[O:10])=[CH:3][CH:2]=1.C1(C)C=CC=CC=1.[CH2:19]([NH:21][CH:22]1[CH2:27][CH2:26][N:25]([C:28]([O:30][C:31]([CH3:34])([CH3:33])[CH3:32])=[O:29])[CH2:24][CH2:23]1)[CH3:20].C([O-])([O-])=O.[K+].[K+]. Product: [CH2:7]([O:8][C:9]([N:21]([CH2:19][CH3:20])[CH:22]1[CH2:23][CH2:24][N:25]([C:28]([O:30][C:31]([CH3:33])([CH3:32])[CH3:34])=[O:29])[CH2:26][CH2:27]1)=[O:10])[C:4]1[CH:5]=[CH:6][CH:1]=[CH:2][CH:3]=1. The catalyst class is: 2. (2) Reactant: Br[C:2]1[CH:3]=[C:4]([CH:16]=[CH:17][CH:18]=1)[CH2:5][C:6]1([C:9]([O:11][C:12]([CH3:15])([CH3:14])[CH3:13])=[O:10])[CH2:8][CH2:7]1.[CH2:19]([NH2:26])[C:20]1[CH:25]=[CH:24][CH:23]=[CH:22][CH:21]=1.CC(C)([O-])C.[Na+].C1(P(C2C=CC=CC=2)C2C=CC3C(=CC=CC=3)C=2C2C3C(=CC=CC=3)C=CC=2P(C2C=CC=CC=2)C2C=CC=CC=2)C=CC=CC=1. Product: [CH2:19]([NH:26][C:2]1[CH:3]=[C:4]([CH:16]=[CH:17][CH:18]=1)[CH2:5][C:6]1([C:9]([O:11][C:12]([CH3:15])([CH3:14])[CH3:13])=[O:10])[CH2:8][CH2:7]1)[C:20]1[CH:25]=[CH:24][CH:23]=[CH:22][CH:21]=1. The catalyst class is: 101. (3) Reactant: [H-].[Na+].[NH2:3][C:4]1[C:5]2[C:12]([C:13]3[CH:18]=[CH:17][C:16]([O:19][C:20]4[CH:25]=[CH:24][CH:23]=[CH:22][CH:21]=4)=[CH:15][CH:14]=3)=[CH:11][NH:10][C:6]=2[N:7]=[CH:8][N:9]=1.Br[CH:27]([CH3:33])[C:28]([O:30][CH2:31][CH3:32])=[O:29]. Product: [NH2:3][C:4]1[C:5]2[C:12]([C:13]3[CH:14]=[CH:15][C:16]([O:19][C:20]4[CH:25]=[CH:24][CH:23]=[CH:22][CH:21]=4)=[CH:17][CH:18]=3)=[CH:11][N:10]([CH:27]([CH3:33])[C:28]([O:30][CH2:31][CH3:32])=[O:29])[C:6]=2[N:7]=[CH:8][N:9]=1. The catalyst class is: 9. (4) Product: [OH:13][CH2:2][C:3]([C:5]1[CH:6]=[C:7]([CH:10]=[CH:11][CH:12]=1)[C:8]#[N:9])=[O:4]. The catalyst class is: 10. Reactant: Br[CH2:2][C:3]([C:5]1[CH:6]=[C:7]([CH:10]=[CH:11][CH:12]=1)[C:8]#[N:9])=[O:4].[OH2:13]. (5) Reactant: [F:1][C:2]1[C:7]2[O:8][C:9]([CH3:14])([CH3:13])[C:10](=O)[NH:11][C:6]=2[CH:5]=[C:4]([N+:15]([O-:17])=[O:16])[CH:3]=1.P12(SP3(SP(SP(S3)(S1)=S)(=S)S2)=S)=[S:19]. Product: [F:1][C:2]1[C:7]2[O:8][C:9]([CH3:14])([CH3:13])[C:10](=[S:19])[NH:11][C:6]=2[CH:5]=[C:4]([N+:15]([O-:17])=[O:16])[CH:3]=1. The catalyst class is: 1. (6) Reactant: [C:1]([O:5][C:6](CC1C=CC(C(O)=O)=CC=1)=[O:7])([CH3:4])([CH3:3])[CH3:2].O.ON1[C:24]2[CH:25]=[CH:26][CH:27]=[CH:28][C:23]=2N=N1.C([N:32]([CH2:36]C)C(C)C)(C)C.Cl.CN(C)CCCN=C=NCC.[NH2:50][N:51]1[CH2:56][CH2:55][O:54][CH2:53][CH2:52]1.[C:57]([O-])(O)=[O:58].[Na+]. Product: [O:54]1[CH2:55][CH2:56][N:51]([NH:50][C:57]([C:23]2[CH:24]=[CH:25][C:26]([CH2:36][NH:32][C:6](=[O:7])[O:5][C:1]([CH3:2])([CH3:3])[CH3:4])=[CH:27][CH:28]=2)=[O:58])[CH2:52][CH2:53]1. The catalyst class is: 3.